From a dataset of Full USPTO retrosynthesis dataset with 1.9M reactions from patents (1976-2016). Predict the reactants needed to synthesize the given product. (1) Given the product [F:1][C:2]1[CH:7]=[C:6]([O:13][CH3:12])[CH:5]=[CH:4][C:3]=1[N+:9]([O-:11])=[O:10], predict the reactants needed to synthesize it. The reactants are: [F:1][C:2]1[C:3]([N+:9]([O-:11])=[O:10])=[C:4](O)[CH:5]=[CH:6][CH:7]=1.[C:12](=O)([O-])[O-:13].[K+].[K+].CI.ClCCl. (2) Given the product [C:36]([O:35][C:33]([N:30]1[CH2:31][CH2:32][CH:27]([N:20]2[C:21]3[CH:26]=[CH:25][CH:24]=[CH:23][C:22]=3[N:18]([CH2:17][C:12]3[CH:13]=[CH:14][CH:15]=[CH:16][C:11]=3[Cl:41])[C:19]2=[NH:40])[CH2:28][CH2:29]1)=[O:34])([CH3:37])([CH3:38])[CH3:39], predict the reactants needed to synthesize it. The reactants are: C(OC(N1[C:16]2[C:11](=[C:12]([CH2:17][N:18]3[C:22]4[CH:23]=[CH:24][CH:25]=[CH:26][C:21]=4[N:20]([CH:27]4[CH2:32][CH2:31][N:30]([C:33]([O:35][C:36]([CH3:39])([CH3:38])[CH3:37])=[O:34])[CH2:29][CH2:28]4)[C:19]3=[NH:40])[CH:13]=[CH:14][CH:15]=2)C=C1)=O)(C)(C)C.[Cl:41]C1C=CC=CC=1CBr.